Regression. Given two drug SMILES strings and cell line genomic features, predict the synergy score measuring deviation from expected non-interaction effect. From a dataset of NCI-60 drug combinations with 297,098 pairs across 59 cell lines. Drug 2: C1CCC(C(C1)N)N.C(=O)(C(=O)[O-])[O-].[Pt+4]. Cell line: NCIH23. Synergy scores: CSS=17.0, Synergy_ZIP=-3.40, Synergy_Bliss=1.65, Synergy_Loewe=0.771, Synergy_HSA=0.860. Drug 1: CS(=O)(=O)CCNCC1=CC=C(O1)C2=CC3=C(C=C2)N=CN=C3NC4=CC(=C(C=C4)OCC5=CC(=CC=C5)F)Cl.